Dataset: Full USPTO retrosynthesis dataset with 1.9M reactions from patents (1976-2016). Task: Predict the reactants needed to synthesize the given product. (1) Given the product [Cl:25][C:24]1[C:19]([O:1][C:2]2[CH:3]=[N:4][C:5]3[C:10]([CH:11]=2)=[CH:9][CH:8]=[CH:7][CH:6]=3)=[N:20][CH:21]=[C:22]([N+:26]([O-:28])=[O:27])[CH:23]=1, predict the reactants needed to synthesize it. The reactants are: [OH:1][C:2]1[CH:3]=[N:4][C:5]2[C:10]([CH:11]=1)=[CH:9][CH:8]=[CH:7][CH:6]=2.C(=O)([O-])[O-].[Cs+].[Cs+].Cl[C:19]1[C:24]([Cl:25])=[CH:23][C:22]([N+:26]([O-:28])=[O:27])=[CH:21][N:20]=1. (2) Given the product [Cl:49][C:50]1[CH:58]=[C:57]([OH:59])[CH:56]=[CH:55][C:51]=1[C:52]([N:2]([CH3:1])[CH2:3][CH2:4][CH2:5][CH2:6][CH2:7][CH2:8][CH2:9][CH2:10][CH2:11][N:12]1[CH2:13][CH2:14][CH:15]([O:18][C:19](=[O:33])[NH:20][C:21]2[CH:26]=[CH:25][CH:24]=[CH:23][C:22]=2[C:27]2[CH:28]=[CH:29][CH:30]=[CH:31][CH:32]=2)[CH2:16][CH2:17]1)=[O:54], predict the reactants needed to synthesize it. The reactants are: [CH3:1][NH:2][CH2:3][CH2:4][CH2:5][CH2:6][CH2:7][CH2:8][CH2:9][CH2:10][CH2:11][N:12]1[CH2:17][CH2:16][CH:15]([O:18][C:19](=[O:33])[NH:20][C:21]2[CH:26]=[CH:25][CH:24]=[CH:23][C:22]=2[C:27]2[CH:32]=[CH:31][CH:30]=[CH:29][CH:28]=2)[CH2:14][CH2:13]1.C1(N)C(F)=C(F)C(F)=C(N)C=1F.Cl.Cl.O.[Cl:49][C:50]1[CH:58]=[C:57]([OH:59])[CH:56]=[CH:55][C:51]=1[C:52]([OH:54])=O. (3) Given the product [CH2:29]([O:31][C:32]1[N:33]([C:2]2[N:10]=[C:9]3[C:5]([N:6]=[C:7]([CH2:12][N:13]4[CH2:14][CH2:15][CH:16]([C:19]([OH:22])([CH3:20])[CH3:21])[CH2:17][CH2:18]4)[N:8]3[CH3:11])=[C:4]([N:23]3[CH2:28][CH2:27][O:26][CH2:25][CH2:24]3)[N:3]=2)[C:34]2[CH:40]=[CH:39][CH:38]=[CH:37][C:35]=2[N:36]=1)[CH3:30], predict the reactants needed to synthesize it. The reactants are: Cl[C:2]1[N:10]=[C:9]2[C:5]([N:6]=[C:7]([CH2:12][N:13]3[CH2:18][CH2:17][CH:16]([C:19]([OH:22])([CH3:21])[CH3:20])[CH2:15][CH2:14]3)[N:8]2[CH3:11])=[C:4]([N:23]2[CH2:28][CH2:27][O:26][CH2:25][CH2:24]2)[N:3]=1.[CH2:29]([O:31][C:32]1[NH:36][C:35]2[CH:37]=[CH:38][CH:39]=[CH:40][C:34]=2[N:33]=1)[CH3:30]. (4) Given the product [CH3:1][N:2]([CH2:13][C:14]1[N:18]([CH2:19][C@@H:20]2[CH2:25][CH2:24][CH2:23][NH:22][CH2:21]2)[C:17]2[CH:33]=[CH:34][CH:35]=[CH:36][C:16]=2[N:15]=1)[C@H:3]1[C:12]2[N:11]=[CH:10][CH:9]=[CH:8][C:7]=2[CH2:6][CH2:5][CH2:4]1, predict the reactants needed to synthesize it. The reactants are: [CH3:1][N:2]([CH2:13][C:14]1[N:18]([CH2:19][C@@H:20]2[CH2:25][CH2:24][CH2:23][N:22](C(OC(C)(C)C)=O)[CH2:21]2)[C:17]2[CH:33]=[CH:34][CH:35]=[CH:36][C:16]=2[N:15]=1)[C@H:3]1[C:12]2[N:11]=[CH:10][CH:9]=[CH:8][C:7]=2[CH2:6][CH2:5][CH2:4]1.CN(CC1N(C[C@H]2CCCNC2)C2C=CC=CC=2N=1)[C@@H]1C2N=CC=CC=2CCC1. (5) Given the product [N:13]1[C:21]2[C:16](=[N:17][CH:18]=[CH:19][CH:20]=2)[N:15]([CH2:22][C:23]2[CH:35]=[CH:34][C:26]3[N:27]=[C:28]([NH:36][C@H:37]([CH:40]4[CH2:45][CH2:44][CH2:43][CH2:42][CH2:41]4)[CH2:38][OH:39])[S:29][C:25]=3[CH:24]=2)[CH:14]=1, predict the reactants needed to synthesize it. The reactants are: CS(C1SC2C=CC=CC=2N=1)=O.[N:13]1[C:21]2[C:16](=[N:17][CH:18]=[CH:19][CH:20]=2)[N:15]([CH2:22][C:23]2[CH:35]=[CH:34][C:26]3[N:27]=[C:28](S(C)(=O)=O)[S:29][C:25]=3[CH:24]=2)[CH:14]=1.[NH2:36][C@H:37]([CH:40]1[CH2:45][CH2:44][CH2:43][CH2:42][CH2:41]1)[CH2:38][OH:39].CCN(C(C)C)C(C)C. (6) The reactants are: CS(O[CH2:6][CH2:7][CH:8]1[CH2:13][CH2:12][N:11]([C:14]2[CH:19]=[CH:18][CH:17]=[C:16]([C:20]([F:23])([F:22])[F:21])[CH:15]=2)[CH2:10][CH2:9]1)(=O)=O.[O:24]1[CH2:28][C:27](=[O:29])[NH:26][C:25]1=[O:30].CN(C)C(N(C)C)=N. Given the product [F:21][C:20]([F:23])([F:22])[C:16]1[CH:15]=[C:14]([N:11]2[CH2:12][CH2:13][CH:8]([CH2:7][CH2:6][N:26]3[C:27](=[O:29])[CH2:28][O:24][C:25]3=[O:30])[CH2:9][CH2:10]2)[CH:19]=[CH:18][CH:17]=1, predict the reactants needed to synthesize it. (7) Given the product [Cl:1][C:2]1[CH:7]=[CH:6][C:5]([CH2:8][O:9][C:16]2[CH:15]=[CH:14][NH:13][C:12](=[O:20])[CH:17]=2)=[C:4]([F:10])[CH:3]=1, predict the reactants needed to synthesize it. The reactants are: [Cl:1][C:2]1[CH:7]=[CH:6][C:5]([CH2:8][OH:9])=[C:4]([F:10])[CH:3]=1.Cl[C:12]1[CH:17]=[C:16](I)[CH:15]=[CH:14][N:13]=1.C([O-])([O-])=[O:20].[Cs+].[Cs+].N1C2C(=CC=C3C=2N=CC=C3)C=CC=1. (8) Given the product [Cl:1][C:2]1[CH:12]=[CH:11][CH:10]=[CH:9][C:3]=1[C:4]1[CH:6]=[C:7]([NH2:8])[NH:14][N:15]=1, predict the reactants needed to synthesize it. The reactants are: [Cl:1][C:2]1[CH:12]=[CH:11][CH:10]=[CH:9][C:3]=1[C:4]([CH2:6][C:7]#[N:8])=O.O.[NH2:14][NH2:15].